This data is from Reaction yield outcomes from USPTO patents with 853,638 reactions. The task is: Predict the reaction yield, written as a fraction of the theoretical maximum amount of product (1.0 means a 100% yield; for example, 0.34 means a 34% yield). The reactants are [NH2:1][C@@H:2]1[CH2:7][CH2:6][C@H:5]([N:8]2[C:13](=[O:14])[C:12]3[CH:15]=[C:16]([F:19])[CH:17]=[N:18][C:11]=3[N:10]([C:20]3[CH:21]=[C:22]([C:26]4[CH:31]=[CH:30][CH:29]=[CH:28][CH:27]=4)[CH:23]=[CH:24][CH:25]=3)[C:9]2=[O:32])[CH2:4][CH2:3]1.CC([Si](C)(C)[O:38][CH2:39][CH:40]=O)(C)C.C(O[BH-](OC(=O)C)OC(=O)C)(=O)C.[Na+]. The catalyst is C(Cl)Cl. The product is [C:22]1([C:26]2[CH:31]=[CH:30][CH:29]=[CH:28][CH:27]=2)[CH:23]=[CH:24][CH:25]=[C:20]([N:10]2[C:11]3[N:18]=[CH:17][C:16]([F:19])=[CH:15][C:12]=3[C:13](=[O:14])[N:8]([C@H:5]3[CH2:6][CH2:7][C@@H:2]([NH:1][CH2:40][CH2:39][OH:38])[CH2:3][CH2:4]3)[C:9]2=[O:32])[CH:21]=1. The yield is 0.500.